From a dataset of Forward reaction prediction with 1.9M reactions from USPTO patents (1976-2016). Predict the product of the given reaction. (1) The product is: [CH:7]1([CH:4]([O:5][CH3:6])[C:3]2[N:25]=[C:27]([C:28]([O:29][CH2:30][CH3:31])=[O:26])[S:21][CH:2]=2)[CH2:12][CH2:11][CH2:10][CH2:9][CH2:8]1. Given the reactants Br[CH2:2][C:3](=O)[CH:4]([CH:7]1[CH2:12][CH2:11][CH2:10][CH2:9][CH2:8]1)[O:5][CH3:6].C(OC(C1O[S:21]C=CC=1)=O)C.[NH4+:25].[OH-:26].[CH3:27][C:28](=O)[O:29][CH2:30][CH3:31], predict the reaction product. (2) The product is: [NH2:18][C:16]([NH:15][CH2:14][NH:13][C:11]([N:9]1[CH2:8][CH2:7][N:6]2[C:2](=[O:1])[O:3][C:4]([C:27]3[CH:32]=[CH:31][CH:30]=[CH:29][CH:28]=3)([C:21]3[CH:26]=[CH:25][CH:24]=[CH:23][CH:22]=3)[CH:5]2[CH2:10]1)=[O:12])=[O:17]. Given the reactants [O:1]=[C:2]1[N:6]2[CH2:7][CH2:8][N:9]([C:11]([NH:13][CH2:14][NH:15][C:16]([N:18]=[N+]=[N-])=[O:17])=[O:12])[CH2:10][CH:5]2[C:4]([C:27]2[CH:32]=[CH:31][CH:30]=[CH:29][CH:28]=2)([C:21]2[CH:26]=[CH:25][CH:24]=[CH:23][CH:22]=2)[O:3]1.[BH4-].[Na+].O, predict the reaction product. (3) Given the reactants OC(C(F)(F)F)=O.[Cl:8][C:9]1[CH:14]=[C:13]([N:15]([CH3:17])[CH3:16])[C:12]([F:18])=[CH:11][C:10]=1[C:19]1[CH:24]=[CH:23][N:22]=[C:21](OS(C(F)(F)F)(=O)=O)[C:20]=1[N+:33]([O-:35])=[O:34].Cl.[CH3:37][O:38][CH2:39][CH:40]([NH2:42])[CH3:41], predict the reaction product. The product is: [Cl:8][C:9]1[CH:14]=[C:13]([N:15]([CH3:17])[CH3:16])[C:12]([F:18])=[CH:11][C:10]=1[C:19]1[CH:24]=[CH:23][N:22]=[C:21]([NH:42][CH:40]([CH3:41])[CH2:39][O:38][CH3:37])[C:20]=1[N+:33]([O-:35])=[O:34]. (4) Given the reactants [Cl:1][C:2]1[CH:7]=[C:6]([C:8]2[N:9]=[C:10](O)[C:11]3[C:17]([O:18][CH3:19])=[CH:16][N:15]=[CH:14][C:12]=3[N:13]=2)[CH:5]=[CH:4][N:3]=1.[C:21]([O:25][C:26]([N:28]1[CH2:32][CH2:31][CH2:30][C@@H:29]1[CH2:33][NH2:34])=[O:27])([CH3:24])([CH3:23])[CH3:22].C(OC(N1CCN(C2C3C(C4CC4)=CN=CC=3N=C(C3C=CN=C(Cl)C=3)N=2)CC1)=O)(C)(C)C, predict the reaction product. The product is: [C:21]([O:25][C:26]([N:28]1[CH2:32][CH2:31][CH2:30][C@@H:29]1[CH2:33][NH:34][C:10]1[C:11]2[C:17]([O:18][CH3:19])=[CH:16][N:15]=[CH:14][C:12]=2[N:13]=[C:8]([C:6]2[CH:5]=[CH:4][N:3]=[C:2]([Cl:1])[CH:7]=2)[N:9]=1)=[O:27])([CH3:24])([CH3:23])[CH3:22]. (5) Given the reactants [Br:1][C:2]1[CH:10]=[C:9]2[C:5]([CH2:6][C:7]3([CH2:16][CH2:15][CH:14]([OH:17])[CH2:13][CH2:12]3)[C:8]2=[O:11])=[CH:4][CH:3]=1.FS([C:22](C(O)=O)([F:24])[F:23])(=O)=O, predict the reaction product. The product is: [CH2:6]([CH:6]1[C:5]2[C:9](=[CH:10][C:2]([Br:1])=[CH:3][CH:4]=2)[C:8](=[O:11])[C:7]21[CH2:16][CH2:15][CH:14]([O:17][CH:22]([F:24])[F:23])[CH2:13][CH2:12]2)[C:5]1[CH:9]=[CH:10][CH:2]=[CH:3][CH:4]=1.